This data is from Reaction yield outcomes from USPTO patents with 853,638 reactions. The task is: Predict the reaction yield, written as a fraction of the theoretical maximum amount of product (1.0 means a 100% yield; for example, 0.34 means a 34% yield). (1) The reactants are [C:1]([C:5]1[CH:10]=[CH:9][C:8]([OH:11])=[C:7]([Cl:12])[CH:6]=1)([CH3:4])([CH3:3])[CH3:2].CCN(CC)CC.Cl[C:21]([O:23][CH3:24])=[O:22]. The catalyst is ClCCl.CN(C1C=CN=CC=1)C. The product is [C:21](=[O:22])([O:23][CH3:24])[O:11][C:8]1[CH:9]=[CH:10][C:5]([C:1]([CH3:4])([CH3:2])[CH3:3])=[CH:6][C:7]=1[Cl:12]. The yield is 0.920. (2) The reactants are [Br:1][C:2]1[CH:7]=[CH:6][C:5]([OH:8])=[C:4]([N+:9]([O-:11])=[O:10])[CH:3]=1.C(=O)([O-])[O-].[K+].[K+].Br[CH2:19][C:20]([O:22][CH2:23][CH3:24])=[O:21]. The catalyst is CN(C)C=O. The product is [CH2:23]([O:22][C:20](=[O:21])[CH2:19][O:8][C:5]1[CH:6]=[CH:7][C:2]([Br:1])=[CH:3][C:4]=1[N+:9]([O-:11])=[O:10])[CH3:24]. The yield is 0.770. (3) The reactants are [Cl:1][C:2]1[CH:7]=[CH:6][C:5]2=[N:8][C:9]3[C:22]4[CH:21]=[CH:20][CH:19]=[CH:18][C:17]=4[N:16]([CH3:23])[C:15]4[C:10]=3[C:11]([CH:12]=[C:13](OS(C(F)(F)F)(=O)=O)[CH:14]=4)=[C:4]2[CH:3]=1.[CH2:32]([NH:35][C:36](=[O:41])[C:37]([F:40])([F:39])[F:38])[CH:33]=[CH2:34].C1(P(C2C=CC=CC=2)C2C=CC=CC=2)C=CC=CC=1.C1(NC2CCCCC2)CCCCC1. The catalyst is ClCCl.C([O-])(=O)C.[Pd+2].C([O-])(=O)C.O1CCOCC1. The product is [Cl:1][C:2]1[CH:7]=[CH:6][C:5]2=[N:8][C:9]3[C:22]4[CH:21]=[CH:20][CH:19]=[CH:18][C:17]=4[N:16]([CH3:23])[C:15]4[C:10]=3[C:11]([CH:12]=[C:13](/[CH:34]=[CH:33]/[CH2:32][NH:35][C:36](=[O:41])[C:37]([F:40])([F:39])[F:38])[CH:14]=4)=[C:4]2[CH:3]=1. The yield is 0.600. (4) The reactants are Cl[CH:2]([C:14]1[CH:19]=[CH:18][CH:17]=[CH:16][CH:15]=1)[C:3]([C:5]1[C:13]2[C:8](=[CH:9][CH:10]=[CH:11][CH:12]=2)[NH:7][CH:6]=1)=[O:4].[NH2:20][C:21]1[CH:22]=[C:23]([CH:26]=[CH:27][CH:28]=1)[C:24]#[N:25].CCN(C(C)C)C(C)C. The catalyst is C(#N)C. The product is [NH:7]1[C:8]2[C:13](=[CH:12][CH:11]=[CH:10][CH:9]=2)[C:5]([C:3](=[O:4])[CH:2]([NH:20][C:21]2[CH:22]=[C:23]([CH:26]=[CH:27][CH:28]=2)[C:24]#[N:25])[C:14]2[CH:19]=[CH:18][CH:17]=[CH:16][CH:15]=2)=[CH:6]1. The yield is 0.0500. (5) The reactants are [CH3:1][C:2]1[C:16](=[O:17])[N:15]=[C:14]2[N:4]([C@@H:5]3[O:9][C@H:8]([CH2:10][OH:11])[C@@H:7]([OH:12])[C@@H:6]3[O:13]2)[CH:3]=1.[CH3:18][O:19][CH2:20][CH2:21][O:22]B([O:22][CH2:21][CH2:20][O:19][CH3:18])[O:22][CH2:21][CH2:20][O:19][CH3:18]. The catalyst is COCCO. The product is [CH3:18][O:19][CH2:20][CH2:21][O:22][C@@H:6]1[C@H:7]([OH:12])[C@@H:8]([CH2:10][OH:11])[O:9][C@H:5]1[N:4]1[CH:3]=[C:2]([CH3:1])[C:16](=[O:17])[NH:15][C:14]1=[O:13]. The yield is 0.630. (6) The reactants are Br.Br[CH2:3][C:4]1[N:5]=[C:6]2[C:11](=[N:12][CH:13]=1)[N:10]=[C:9]([NH2:14])[N:8]=[C:7]2[NH2:15].Cl.[C:17]([O:21][C:22](=[O:37])[CH:23]([NH2:36])[CH2:24][C:25]1[CH:30]=[CH:29][C:28]([O:31][C:32]([CH3:35])([CH3:34])[CH3:33])=[CH:27][CH:26]=1)([CH3:20])([CH3:19])[CH3:18].C(N(C(C)C)C(C)C)C.C(=O)(O)[O-]. The catalyst is CN(C)C(=O)C. The product is [C:17]([O:21][C:22](=[O:37])[CH:23]([NH:36][CH2:3][C:4]1[N:5]=[C:6]2[C:11](=[N:12][CH:13]=1)[N:10]=[C:9]([NH2:14])[N:8]=[C:7]2[NH2:15])[CH2:24][C:25]1[CH:26]=[CH:27][C:28]([O:31][C:32]([CH3:35])([CH3:34])[CH3:33])=[CH:29][CH:30]=1)([CH3:18])([CH3:20])[CH3:19]. The yield is 0.410.